Dataset: Peptide-MHC class I binding affinity with 185,985 pairs from IEDB/IMGT. Task: Regression. Given a peptide amino acid sequence and an MHC pseudo amino acid sequence, predict their binding affinity value. This is MHC class I binding data. (1) The peptide sequence is IRYPKTFGW. The MHC is Mamu-B3901 with pseudo-sequence Mamu-B3901. The binding affinity (normalized) is 0.254. (2) The peptide sequence is LAMLVLHQV. The MHC is HLA-B51:01 with pseudo-sequence HLA-B51:01. The binding affinity (normalized) is 0.443. (3) The peptide sequence is YLEGHGFRF. The MHC is HLA-A02:01 with pseudo-sequence HLA-A02:01. The binding affinity (normalized) is 0.524. (4) The peptide sequence is ERYLKDQQL. The MHC is HLA-B15:03 with pseudo-sequence HLA-B15:03. The binding affinity (normalized) is 0.446. (5) The peptide sequence is YVDRFYKTL. The MHC is HLA-A02:03 with pseudo-sequence HLA-A02:03. The binding affinity (normalized) is 0.258. (6) The peptide sequence is IGRGKNHAR. The MHC is HLA-B35:01 with pseudo-sequence HLA-B35:01. The binding affinity (normalized) is 0.0847. (7) The peptide sequence is TRYPTILQL. The MHC is Mamu-B08 with pseudo-sequence Mamu-B08. The binding affinity (normalized) is 0.737.